From a dataset of NCI-60 drug combinations with 297,098 pairs across 59 cell lines. Regression. Given two drug SMILES strings and cell line genomic features, predict the synergy score measuring deviation from expected non-interaction effect. (1) Drug 1: CCC1=C2CN3C(=CC4=C(C3=O)COC(=O)C4(CC)O)C2=NC5=C1C=C(C=C5)O. Drug 2: C1CN(CCN1C(=O)CCBr)C(=O)CCBr. Cell line: SW-620. Synergy scores: CSS=43.4, Synergy_ZIP=1.30, Synergy_Bliss=2.45, Synergy_Loewe=-25.3, Synergy_HSA=5.87. (2) Drug 1: C1CCN(CC1)CCOC2=CC=C(C=C2)C(=O)C3=C(SC4=C3C=CC(=C4)O)C5=CC=C(C=C5)O. Drug 2: C1=NC2=C(N1)C(=S)N=C(N2)N. Cell line: CAKI-1. Synergy scores: CSS=51.2, Synergy_ZIP=-2.03, Synergy_Bliss=-0.521, Synergy_Loewe=1.20, Synergy_HSA=1.70. (3) Cell line: HCT-15. Drug 1: CC12CCC(CC1=CCC3C2CCC4(C3CC=C4C5=CN=CC=C5)C)O. Synergy scores: CSS=48.6, Synergy_ZIP=9.15, Synergy_Bliss=10.3, Synergy_Loewe=-1.10, Synergy_HSA=9.64. Drug 2: C1=NC2=C(N1)C(=S)N=C(N2)N. (4) Cell line: RXF 393. Drug 1: CN(C)N=NC1=C(NC=N1)C(=O)N. Drug 2: CCCCCOC(=O)NC1=NC(=O)N(C=C1F)C2C(C(C(O2)C)O)O. Synergy scores: CSS=3.59, Synergy_ZIP=-1.56, Synergy_Bliss=-2.77, Synergy_Loewe=-2.57, Synergy_HSA=-2.22. (5) Drug 1: CS(=O)(=O)CCNCC1=CC=C(O1)C2=CC3=C(C=C2)N=CN=C3NC4=CC(=C(C=C4)OCC5=CC(=CC=C5)F)Cl. Drug 2: CCN(CC)CCNC(=O)C1=C(NC(=C1C)C=C2C3=C(C=CC(=C3)F)NC2=O)C. Cell line: T-47D. Synergy scores: CSS=11.7, Synergy_ZIP=1.99, Synergy_Bliss=7.87, Synergy_Loewe=-1.90, Synergy_HSA=0.538. (6) Drug 1: CC1C(C(CC(O1)OC2CC(CC3=C2C(=C4C(=C3O)C(=O)C5=C(C4=O)C(=CC=C5)OC)O)(C(=O)CO)O)N)O. Drug 2: C1=CC=C(C=C1)NC(=O)CCCCCCC(=O)NO. Cell line: NCI-H460. Synergy scores: CSS=78.3, Synergy_ZIP=5.45, Synergy_Bliss=4.62, Synergy_Loewe=3.74, Synergy_HSA=10.0. (7) Drug 1: CC(C1=C(C=CC(=C1Cl)F)Cl)OC2=C(N=CC(=C2)C3=CN(N=C3)C4CCNCC4)N. Drug 2: CC1=C2C(C(=O)C3(C(CC4C(C3C(C(C2(C)C)(CC1OC(=O)C(C(C5=CC=CC=C5)NC(=O)OC(C)(C)C)O)O)OC(=O)C6=CC=CC=C6)(CO4)OC(=O)C)O)C)O. Cell line: MDA-MB-435. Synergy scores: CSS=59.3, Synergy_ZIP=-0.509, Synergy_Bliss=0.329, Synergy_Loewe=-11.9, Synergy_HSA=-0.0323.